Dataset: Microsomal clearance measurements from AstraZeneca. Task: Regression/Classification. Given a drug SMILES string, predict its absorption, distribution, metabolism, or excretion properties. Task type varies by dataset: regression for continuous measurements (e.g., permeability, clearance, half-life) or binary classification for categorical outcomes (e.g., BBB penetration, CYP inhibition). For this dataset (clearance_microsome_az), we predict log10(clearance) (log10 of the in vitro intrinsic clearance, CLint, in uL/min per mg of human liver microsomal protein, equivalently mL/min/g; values are censored to the assay range of 3 to 150, which is 0.477 to 2.18 on this log10 scale). The molecule is C#Cc1cccc(Nc2ncnc3cc(OCCOC)c(OCCOC)cc23)c1. The log10(clearance) is 1.27.